The task is: Predict the reactants needed to synthesize the given product.. This data is from Full USPTO retrosynthesis dataset with 1.9M reactions from patents (1976-2016). (1) Given the product [CH:36]([C:16]1[CH:15]=[CH:14][C:13]([S:10]([C:7]2[CH:8]=[CH:9][C:4]([NH:2][CH3:1])=[CH:5][CH:6]=2)(=[O:12])=[O:11])=[CH:18][C:17]=1[S:19]([NH:22][CH:23]1[CH2:28][CH2:27][N:26]([C:29]([O:31][C:32]([CH3:35])([CH3:34])[CH3:33])=[O:30])[CH2:25][CH2:24]1)(=[O:21])=[O:20])([CH3:38])[CH3:37], predict the reactants needed to synthesize it. The reactants are: [CH3:1][NH2:2].F[C:4]1[CH:9]=[CH:8][C:7]([S:10]([C:13]2[CH:14]=[CH:15][C:16]([CH:36]([CH3:38])[CH3:37])=[C:17]([S:19]([NH:22][CH:23]3[CH2:28][CH2:27][N:26]([C:29]([O:31][C:32]([CH3:35])([CH3:34])[CH3:33])=[O:30])[CH2:25][CH2:24]3)(=[O:21])=[O:20])[CH:18]=2)(=[O:12])=[O:11])=[CH:6][CH:5]=1. (2) Given the product [F:38][C:2]([F:1])([C:28]1[CH:29]=[C:30]2[C:35](=[CH:36][CH:37]=1)[N:34]=[CH:33][CH:32]=[CH:31]2)[C:3]1[N:7]2[N:8]=[C:9]([C:12]3[CH:17]=[CH:16][C:15]([CH2:18][CH2:19][NH2:20])=[CH:14][CH:13]=3)[CH:10]=[CH:11][C:6]2=[N:5][N:4]=1, predict the reactants needed to synthesize it. The reactants are: [F:1][C:2]([F:38])([C:28]1[CH:29]=[C:30]2[C:35](=[CH:36][CH:37]=1)[N:34]=[CH:33][CH:32]=[CH:31]2)[C:3]1[N:7]2[N:8]=[C:9]([C:12]3[CH:17]=[CH:16][C:15]([CH2:18][CH2:19][NH:20]C(=O)OC(C)(C)C)=[CH:14][CH:13]=3)[CH:10]=[CH:11][C:6]2=[N:5][N:4]=1. (3) Given the product [CH3:1][O:2][C:3]1[CH:8]=[CH:7][C:6]([CH2:9][CH:10]([CH3:11])[NH:24][CH2:17][C:18]2[CH:23]=[CH:22][CH:21]=[CH:20][CH:19]=2)=[CH:5][CH:4]=1, predict the reactants needed to synthesize it. The reactants are: [CH3:1][O:2][C:3]1[CH:8]=[CH:7][C:6]([CH2:9][C:10](=O)[CH3:11])=[CH:5][CH:4]=1.ClC(Cl)C.[CH2:17]([NH2:24])[C:18]1[CH:23]=[CH:22][CH:21]=[CH:20][CH:19]=1.C(O[BH-](OC(=O)C)OC(=O)C)(=O)C.[Na+]. (4) Given the product [CH3:14][C:15]1[CH:22]=[CH:21][CH:20]=[CH:19][C:16]=1[C:3](=[CH2:24])[C:1]#[N:2], predict the reactants needed to synthesize it. The reactants are: [C:1]([CH2:3]P(=O)(OCC)OCC)#[N:2].[H-].[Na+].[CH3:14][C:15]1[CH:22]=[CH:21][CH:20]=[CH:19][C:16]=1C=O.O1CCC[CH2:24]1. (5) Given the product [Cl:1][C:2]1[C:7]2[NH:8][C:9]([CH3:11])=[N:10][C:6]=2[CH:5]=[C:4]([OH:12])[CH:3]=1, predict the reactants needed to synthesize it. The reactants are: [Cl:1][C:2]1[C:7]2[NH:8][C:9]([CH3:11])=[N:10][C:6]=2[CH:5]=[C:4]([O:12]C)[CH:3]=1.Cl.N1C=CC=CC=1.C([O-])([O-])=O.[K+].[K+]. (6) Given the product [CH3:13][N:14]([CH3:18])[CH2:15][CH2:16][NH:17][C:7](=[O:8])[C:6]1[CH:10]=[CH:11][CH:12]=[C:4]([N+:1]([O-:3])=[O:2])[CH:5]=1, predict the reactants needed to synthesize it. The reactants are: [N+:1]([C:4]1[CH:5]=[C:6]([CH:10]=[CH:11][CH:12]=1)[C:7](Cl)=[O:8])([O-:3])=[O:2].[CH3:13][N:14]([CH3:18])[CH2:15][CH2:16][NH2:17].